Dataset: Full USPTO retrosynthesis dataset with 1.9M reactions from patents (1976-2016). Task: Predict the reactants needed to synthesize the given product. (1) Given the product [CH3:92][CH2:91][CH2:90][CH2:89][CH2:88][CH2:87][O:86][C:84](/[N:48]=[C:46](\[NH2:47])/[C:49]1[CH:50]=[CH:51][C:52]([NH:55][CH2:56][C:57]2[N:61]([CH3:62])[C:60]3[CH:63]=[CH:64][C:65]([C:67]([N:69]([C:70]4[CH:75]=[CH:74][CH:73]=[CH:72][N:71]=4)[CH2:76][CH2:77][C:78]([O:80][CH2:81][CH3:82])=[O:79])=[O:68])=[CH:66][C:59]=3[N:58]=2)=[CH:53][CH:54]=1)=[O:85].[ClH:83].[C:46]([C:49]1[CH:54]=[CH:53][C:52]([NH:55][CH2:56][C:57]2[N:61]([CH3:62])[C:60]3[CH:63]=[CH:64][C:65]([C:67]([N:69]([CH2:76][CH2:77][C:78]([O:80][CH2:81][CH3:82])=[O:79])[C:70]4[CH:75]=[CH:74][CH:73]=[CH:72][N:71]=4)=[O:68])=[CH:66][C:59]=3[N:58]=2)=[CH:51][CH:50]=1)(=[NH:47])[NH2:48], predict the reactants needed to synthesize it. The reactants are: C(=O)([O-])[O-].[K+].[K+].Cl.C1(N(CCC(OCC)=O)C(C2C=CC3N(C)C(CNC4C=CC(C(=N)N)=CC=4)=NC=3C=2)=O)C=CC=CC=1.Cl.[C:46]([C:49]1[CH:54]=[CH:53][C:52]([NH:55][CH2:56][C:57]2[N:61]([CH3:62])[C:60]3[CH:63]=[CH:64][C:65]([C:67]([N:69]([CH2:76][CH2:77][C:78]([O:80][CH2:81][CH3:82])=[O:79])[C:70]4[CH:75]=[CH:74][CH:73]=[CH:72][N:71]=4)=[O:68])=[CH:66][C:59]=3[N:58]=2)=[CH:51][CH:50]=1)(=[NH:48])[NH2:47].[Cl:83][C:84]([O:86][CH2:87][CH2:88][CH2:89][CH2:90][CH2:91][CH3:92])=[O:85]. (2) The reactants are: C[O:2][C:3]([C:5]1[S:6][C:7]([CH2:10][O:11][N:12]=[CH:13][C:14]2[CH:23]=[CH:22][C:17]3[O:18][CH2:19][CH2:20][O:21][C:16]=3[CH:15]=2)=[CH:8][CH:9]=1)=[O:4].[Li+].[OH-].O. Given the product [O:18]1[C:17]2[CH:22]=[CH:23][C:14]([CH:13]=[N:12][O:11][CH2:10][C:7]3[S:6][C:5]([C:3]([OH:4])=[O:2])=[CH:9][CH:8]=3)=[CH:15][C:16]=2[O:21][CH2:20][CH2:19]1, predict the reactants needed to synthesize it. (3) Given the product [NH2:22][C:20]1[C:21]2[C:13]([C:12]#[C:11][C:5]3[CH:6]=[C:7]([O:9][CH3:10])[CH:8]=[C:3]([O:2][CH3:1])[CH:4]=3)=[CH:14][N:15]([C@@H:30]3[CH2:29][N:28]([C:37]([O:39][C:40]([CH3:43])([CH3:42])[CH3:41])=[O:38])[C@H:27]([C:25]([O:24][CH3:23])=[O:26])[CH2:31]3)[C:16]=2[N:17]=[CH:18][N:19]=1, predict the reactants needed to synthesize it. The reactants are: [CH3:1][O:2][C:3]1[CH:4]=[C:5]([C:11]#[C:12][C:13]2[C:21]3[C:20]([NH2:22])=[N:19][CH:18]=[N:17][C:16]=3[NH:15][CH:14]=2)[CH:6]=[C:7]([O:9][CH3:10])[CH:8]=1.[CH3:23][O:24][C:25]([C@@H:27]1[CH2:31][C@@H:30](OS(C)(=O)=O)[CH2:29][N:28]1[C:37]([O:39][C:40]([CH3:43])([CH3:42])[CH3:41])=[O:38])=[O:26].[H-].[Na+].COC1C=C(C#CC2C3C(=NC=NC=3N)NN=2)C=C(OC)C=1.CS(OC1CCN(C(OC(C)(C)C)=O)C1)(=O)=O.C(=O)([O-])[O-].[K+].[K+]. (4) Given the product [F:12][C:13]1[CH:18]=[CH:17][C:16]([C:2]2[N:6]([CH3:7])[C:5]([C:8]([O:10][CH3:11])=[O:9])=[CH:4][CH:3]=2)=[C:15]([CH3:22])[CH:14]=1, predict the reactants needed to synthesize it. The reactants are: Br[C:2]1[N:6]([CH3:7])[C:5]([C:8]([O:10][CH3:11])=[O:9])=[CH:4][CH:3]=1.[F:12][C:13]1[CH:18]=[CH:17][C:16](B(O)O)=[C:15]([CH3:22])[CH:14]=1.C([O-])([O-])=O.[Na+].[Na+].